Predict the reaction yield, written as a fraction of the theoretical maximum amount of product (1.0 means a 100% yield; for example, 0.34 means a 34% yield). From a dataset of Reaction yield outcomes from USPTO patents with 853,638 reactions. (1) The reactants are Br[C:2]1[CH:3]=[C:4]([CH:7]=[CH:8][C:9]=1/[N:10]=[N:11]/[C:12]1[CH:17]=[C:16]([O:18][CH2:19][CH:20]([CH2:25][CH3:26])[CH2:21][CH2:22][CH2:23][CH3:24])[C:15]([N:27]([CH2:33][CH2:34][CH2:35][CH2:36][CH3:37])[CH2:28][CH2:29][CH2:30][CH2:31][CH3:32])=[CH:14][C:13]=1[O:38][CH2:39][CH:40]([CH2:45][CH3:46])[CH2:41][CH2:42][CH2:43][CH3:44])[C:5]#[N:6].[C:47]([Cu])#[N:48].N. The catalyst is CN(C=O)C. The product is [CH2:33]([N:27]([CH2:28][CH2:29][CH2:30][CH2:31][CH3:32])[C:15]1[C:16]([O:18][CH2:19][CH:20]([CH2:25][CH3:26])[CH2:21][CH2:22][CH2:23][CH3:24])=[CH:17][C:12](/[N:11]=[N:10]/[C:9]2[CH:8]=[CH:7][C:4]([C:5]#[N:6])=[CH:3][C:2]=2[C:47]#[N:48])=[C:13]([O:38][CH2:39][CH:40]([CH2:45][CH3:46])[CH2:41][CH2:42][CH2:43][CH3:44])[CH:14]=1)[CH2:34][CH2:35][CH2:36][CH3:37]. The yield is 0.290. (2) The reactants are [Cl:1][C:2]1[CH:7]=[CH:6][C:5]([C:8]2[N:13]=[C:12]([C:14](O)=[O:15])[CH:11]=[CH:10][C:9]=2[C:17]2[CH:22]=[CH:21][CH:20]=[CH:19][C:18]=2[CH3:23])=[CH:4][C:3]=1[O:24][CH2:25][CH2:26][CH2:27][N:28]([CH3:30])[CH3:29].[NH2:31][C@H:32]([C:41]([CH3:44])([CH3:43])[CH3:42])[CH2:33][C:34]([O:36]C(C)(C)C)=[O:35]. No catalyst specified. The product is [ClH:1].[Cl:1][C:2]1[CH:7]=[CH:6][C:5]([C:8]2[N:13]=[C:12]([C:14]([NH:31][C@H:32]([C:41]([CH3:42])([CH3:43])[CH3:44])[CH2:33][C:34]([OH:36])=[O:35])=[O:15])[CH:11]=[CH:10][C:9]=2[C:17]2[CH:22]=[CH:21][CH:20]=[CH:19][C:18]=2[CH3:23])=[CH:4][C:3]=1[O:24][CH2:25][CH2:26][CH2:27][N:28]([CH3:30])[CH3:29]. The yield is 0.660. (3) The reactants are [F:1][C:2]1([F:55])[CH2:7][CH2:6][CH:5]([C:8]2[C:17]3[C@@H:16]([O:18][CH2:19][C:20]4[CH:25]=[CH:24][C:23]([O:26][CH3:27])=[CH:22][CH:21]=4)[CH2:15][C:14]([CH3:29])([CH3:28])[CH2:13][C:12]=3[N:11]=[C:10]([CH:30]3[CH2:35][CH2:34][N:33]([C:36]4[N:41]=[CH:40][C:39]([OH:42])=[CH:38][N:37]=4)[CH2:32][CH2:31]3)[C:9]=2[C@@H:43]([F:54])[C:44]2[CH:49]=[CH:48][C:47]([C:50]([F:53])([F:52])[F:51])=[CH:46][CH:45]=2)[CH2:4][CH2:3]1.C1(C)C(S(O[CH2:66][CH2:67][C:68]([OH:71])([CH3:70])[CH3:69])(=O)=O)=CC=CC=1.C(=O)([O-])[O-].[K+].[K+].CN(C)C=O. The catalyst is O.C1(C)C=CC=CC=1. The product is [F:55][C:2]1([F:1])[CH2:7][CH2:6][CH:5]([C:8]2[C:17]3[C@@H:16]([O:18][CH2:19][C:20]4[CH:25]=[CH:24][C:23]([O:26][CH3:27])=[CH:22][CH:21]=4)[CH2:15][C:14]([CH3:29])([CH3:28])[CH2:13][C:12]=3[N:11]=[C:10]([CH:30]3[CH2:31][CH2:32][N:33]([C:36]4[N:41]=[CH:40][C:39]([O:42][CH2:69][C:68]([CH3:70])([OH:71])[CH2:67][CH3:66])=[CH:38][N:37]=4)[CH2:34][CH2:35]3)[C:9]=2[C@@H:43]([F:54])[C:44]2[CH:45]=[CH:46][C:47]([C:50]([F:52])([F:51])[F:53])=[CH:48][CH:49]=2)[CH2:4][CH2:3]1. The yield is 0.720. (4) The reactants are [CH3:1][O:2][C:3]1[CH:26]=[C:25]([O:27][CH3:28])[CH:24]=[CH:23][C:4]=1[CH2:5][N:6]1[C:18](=[O:19])[C:17]2[C:16]([OH:20])=[C:15]3[C:10]([CH:11]=[CH:12][CH:13]=[N:14]3)=[C:9]([OH:21])[C:8]=2[C:7]1=[O:22].[OH-].[Na+].[CH2:31]([O:33][C:34](Cl)=[O:35])[CH3:32].[C:37]1([CH:43]([C:46]2[CH:51]=[CH:50][CH:49]=[CH:48][CH:47]=2)[N+]#N)[CH:42]=[CH:41][CH:40]=[CH:39][CH:38]=1. The catalyst is O1CCOCC1.ClCCl.O. The product is [CH2:31]([O:33][C:34](=[O:35])[O:21][C:9]1[C:8]2[C:7](=[O:22])[N:6]([CH2:5][C:4]3[CH:23]=[CH:24][C:25]([O:27][CH3:28])=[CH:26][C:3]=3[O:2][CH3:1])[C:18](=[O:19])[C:17]=2[C:16]([O:20][CH:43]([C:37]2[CH:42]=[CH:41][CH:40]=[CH:39][CH:38]=2)[C:46]2[CH:51]=[CH:50][CH:49]=[CH:48][CH:47]=2)=[C:15]2[C:10]=1[CH:11]=[CH:12][CH:13]=[N:14]2)[CH3:32]. The yield is 0.660. (5) The catalyst is CO.O. The product is [N:4]1[CH:5]=[CH:6][CH:7]=[CH:8][C:3]=1[N:1]1[C:15](=[O:16])[C:11]2[CH2:12][S:13][CH2:14][C:10]=2[NH:2]1. The yield is 0.560. The reactants are [NH:1]([C:3]1[CH:8]=[CH:7][CH:6]=[CH:5][N:4]=1)[NH2:2].O=[C:10]1[CH2:14][S:13][CH2:12][CH:11]1[C:15](OC)=[O:16].[Na].C(O)(=O)C. (6) The reactants are [CH:1]1([C:4]2[CH:9]=[CH:8][C:7]([CH2:10][C:11]([O:13]C)=[O:12])=[CH:6][CH:5]=2)[CH2:3][CH2:2]1.O.[OH-].[Li+].Cl. The catalyst is C1COCC1.CO.O. The product is [CH:1]1([C:4]2[CH:9]=[CH:8][C:7]([CH2:10][C:11]([OH:13])=[O:12])=[CH:6][CH:5]=2)[CH2:2][CH2:3]1. The yield is 0.980. (7) The reactants are COC1C=C(C=C(OC)C=1)CC1C2C(=CC=CC=2CCC2C=CC(C(O)=O)=CC=2)CC1.[CH3:32][O:33][C:34]1[CH:35]=[C:36]([CH:59]=[C:60]([O:62][CH3:63])[CH:61]=1)[CH2:37][C:38]1[C:46]2[C:41](=[CH:42][CH:43]=[CH:44][C:45]=2[O:47][CH2:48][C:49]2[CH:58]=[CH:57][C:52]([C:53]([O:55][CH3:56])=[O:54])=[CH:51][CH:50]=2)[CH2:40][CH:39]=1. The catalyst is C(OCC)(=O)C.[Pd]. The product is [CH3:63][O:62][C:60]1[CH:59]=[C:36]([CH:35]=[C:34]([O:33][CH3:32])[CH:61]=1)[CH2:37][CH:38]1[C:46]2[C:41](=[CH:42][CH:43]=[CH:44][C:45]=2[O:47][CH2:48][C:49]2[CH:58]=[CH:57][C:52]([C:53]([O:55][CH3:56])=[O:54])=[CH:51][CH:50]=2)[CH2:40][CH2:39]1. The yield is 0.500.